From a dataset of Forward reaction prediction with 1.9M reactions from USPTO patents (1976-2016). Predict the product of the given reaction. (1) Given the reactants C1(S([N:10]2[C:18]3[C:13](=[CH:14][C:15]([F:19])=[CH:16][CH:17]=3)[C:12]([C:20](=[O:38])[CH2:21][CH2:22][NH:23][CH:24]3[CH2:33][C:32]4[C:31]([C:34]([NH2:36])=[O:35])=[CH:30][CH:29]=[C:28]([F:37])[C:27]=4[O:26][CH2:25]3)=[CH:11]2)(=O)=O)C=CC=CC=1.O.C(=O)([O-])[O-].[K+].[K+], predict the reaction product. The product is: [F:37][C:28]1[C:27]2[O:26][CH2:25][CH:24]([NH:23][CH2:22][CH2:21][C:20]([C:12]3[C:13]4[C:18](=[CH:17][CH:16]=[C:15]([F:19])[CH:14]=4)[NH:10][CH:11]=3)=[O:38])[CH2:33][C:32]=2[C:31]([C:34]([NH2:36])=[O:35])=[CH:30][CH:29]=1. (2) Given the reactants [CH2:1]([N:8]1[CH2:13][CH2:12][CH:11]([C:14]([O:16][CH2:17][CH3:18])=[O:15])[CH2:10][CH2:9]1)[C:2]1[CH:7]=[CH:6][CH:5]=[CH:4][CH:3]=1.C[Si]([N-][Si](C)(C)C)(C)C.[Li+].[F:29][C:30]1[CH:37]=[CH:36][CH:35]=[CH:34][C:31]=1[CH2:32]Br, predict the reaction product. The product is: [CH2:1]([N:8]1[CH2:13][CH2:12][C:11]([CH2:32][C:31]2[CH:34]=[CH:35][CH:36]=[CH:37][C:30]=2[F:29])([C:14]([O:16][CH2:17][CH3:18])=[O:15])[CH2:10][CH2:9]1)[C:2]1[CH:3]=[CH:4][CH:5]=[CH:6][CH:7]=1. (3) Given the reactants [CH3:1][N:2]1[CH:10]=[C:9]2[C:4]([CH:5]=[C:6]([NH:11][C:12]([C:14]3[CH:19]=[CH:18][CH:17]=[CH:16][C:15]=3[NH:20][CH2:21][C:22]3[CH:27]=[CH:26][N:25]=[C:24]([NH:28][C:29]([N:31]4[CH2:36][CH2:35][C:34](=[O:37])[CH2:33][CH2:32]4)=[O:30])[CH:23]=3)=[O:13])[CH:7]=[CH:8]2)=[N:3]1.[F:38][C:39]([Si](C)(C)C)([F:41])[F:40].[F-].C([N+](CCCC)(CCCC)CCCC)CCC, predict the reaction product. The product is: [CH3:1][N:2]1[CH:10]=[C:9]2[C:4]([CH:5]=[C:6]([NH:11][C:12]([C:14]3[CH:19]=[CH:18][CH:17]=[CH:16][C:15]=3[NH:20][CH2:21][C:22]3[CH:27]=[CH:26][N:25]=[C:24]([NH:28][C:29]([N:31]4[CH2:32][CH2:33][C:34]([OH:37])([C:39]([F:41])([F:40])[F:38])[CH2:35][CH2:36]4)=[O:30])[CH:23]=3)=[O:13])[CH:7]=[CH:8]2)=[N:3]1. (4) The product is: [C:1]([O:4][CH:5]([CH2:7][CH2:8][CH2:9][OH:10])[CH3:6])(=[O:3])[CH3:2]. Given the reactants [C:1]([O:4][CH:5]([CH2:7][CH2:8][CH2:9][O:10]CC1C=CC=CC=1)[CH3:6])(=[O:3])[CH3:2].[H][H], predict the reaction product. (5) The product is: [Br:1][C:2]1[CH:3]=[CH:4][C:5]([Cl:10])=[C:6]([CH2:7][C:15]2[S:11][C:12]3[CH:18]=[CH:17][S:16][C:13]=3[CH:14]=2)[CH:9]=1. Given the reactants [Br:1][C:2]1[CH:3]=[CH:4][C:5]([Cl:10])=[C:6]([CH:9]=1)[CH:7]=O.[S:11]1[CH:15]=[CH:14][C:13]2[S:16][CH:17]=[CH:18][C:12]1=2, predict the reaction product. (6) Given the reactants [OH-].[Na+].[Br:3][C:4]1[CH:9]=[CH:8][C:7]([C:10]2[C:15]([C@H:16]([O:21][C:22]([CH3:25])([CH3:24])[CH3:23])[C:17]([O:19]C)=[O:18])=[C:14]([CH3:26])[N:13]=[C:12]3[S:27][C:28]4[CH2:33][CH2:32][CH2:31][CH2:30][C:29]=4[C:11]=23)=[CH:6][CH:5]=1, predict the reaction product. The product is: [Br:3][C:4]1[CH:5]=[CH:6][C:7]([C:10]2[C:15]([C@H:16]([O:21][C:22]([CH3:24])([CH3:23])[CH3:25])[C:17]([OH:19])=[O:18])=[C:14]([CH3:26])[N:13]=[C:12]3[S:27][C:28]4[CH2:33][CH2:32][CH2:31][CH2:30][C:29]=4[C:11]=23)=[CH:8][CH:9]=1.